From a dataset of Reaction yield outcomes from USPTO patents with 853,638 reactions. Predict the reaction yield, written as a fraction of the theoretical maximum amount of product (1.0 means a 100% yield; for example, 0.34 means a 34% yield). (1) The reactants are Cl.[Br:2][C:3]1[CH:8]=[CH:7][C:6]([NH:9]N)=[CH:5][CH:4]=1.[F:11][C:12]1[CH:17]=[CH:16][CH:15]=[C:14]([F:18])[C:13]=1[C:19](=O)[CH2:20][CH3:21]. The catalyst is C(O)(=O)C. The product is [Br:2][C:3]1[CH:8]=[C:7]2[C:6](=[CH:5][CH:4]=1)[NH:9][C:19]([C:13]1[C:14]([F:18])=[CH:15][CH:16]=[CH:17][C:12]=1[F:11])=[C:20]2[CH3:21]. The yield is 0.698. (2) The reactants are [CH3:1][C:2]1([CH3:37])[CH2:11][C:10]2[N:9]=[C:8]([C:12]3[CH:17]=[CH:16][C:15]([C:18]4([NH:22][C:23](=[O:29])[O:24][C:25]([CH3:28])([CH3:27])[CH3:26])[CH2:21][CH2:20][CH2:19]4)=[CH:14][CH:13]=3)[C:7]([C:30]3[CH:35]=[CH:34][CH:33]=[CH:32][CH:31]=3)=[CH:6][C:5]=2[C:4](=[O:36])[CH2:3]1.CC(C)C(O)=O.[CH3:44][N:45]([CH3:48])[CH:46]=O. No catalyst specified. The product is [C:25]([O:24][C:23](=[O:29])[NH:22][C:18]1([C:15]2[CH:14]=[CH:13][C:12]([C:8]3[C:7]([C:30]4[CH:35]=[CH:34][CH:33]=[CH:32][CH:31]=4)=[CH:6][C:5]4[C:4](=[O:36])[C:3](=[CH:44][N:45]([CH3:48])[CH3:46])[C:2]([CH3:37])([CH3:1])[CH2:11][C:10]=4[N:9]=3)=[CH:17][CH:16]=2)[CH2:21][CH2:20][CH2:19]1)([CH3:26])([CH3:27])[CH3:28]. The yield is 0.760.